Predict the product of the given reaction. From a dataset of Forward reaction prediction with 1.9M reactions from USPTO patents (1976-2016). (1) Given the reactants [N:1]1[CH:6]=[CH:5][CH:4]=[CH:3][C:2]=1[C:7]1[C:11]([CH2:12][O:13][C:14]2[CH:22]=[CH:21][C:17]([C:18]([OH:20])=O)=[CH:16][N:15]=2)=[CH:10][O:9][N:8]=1.[NH2:23][CH2:24][CH:25]1[CH2:27][CH2:26]1, predict the reaction product. The product is: [CH:25]1([CH2:24][NH:23][C:18](=[O:20])[C:17]2[CH:21]=[CH:22][C:14]([O:13][CH2:12][C:11]3[C:7]([C:2]4[CH:3]=[CH:4][CH:5]=[CH:6][N:1]=4)=[N:8][O:9][CH:10]=3)=[N:15][CH:16]=2)[CH2:27][CH2:26]1. (2) The product is: [Br:1][C:2]1[CH:7]=[CH:6][C:5]([C:8]([CH3:12])([CH3:9])[C:20]#[N:18])=[C:4]([CH3:11])[CH:3]=1. Given the reactants [Br:1][C:2]1[CH:7]=[CH:6][C:5]([CH2:8][C:9]#N)=[C:4]([CH3:11])[CH:3]=1.[CH3:12]I.[H-].[Na+].O.C[N:18]([CH:20]=O)C, predict the reaction product.